This data is from Full USPTO retrosynthesis dataset with 1.9M reactions from patents (1976-2016). The task is: Predict the reactants needed to synthesize the given product. (1) The reactants are: [C:1]([O:5][C:6]([NH:8][C@:9]([CH3:34])([CH2:13][CH2:14][CH2:15][C:16]1[CH:21]=[CH:20][C:19]([O:22][C:23]2[CH:28]=[CH:27][CH:26]=[C:25]([C:29]([F:32])([F:31])[F:30])[CH:24]=2)=[CH:18][C:17]=1[Cl:33])[C:10]([O-])=[O:11])=[O:7])([CH3:4])([CH3:3])[CH3:2].[BH4-].[Li+].C(O)C.C(O)(=O)CC(CC(O)=O)(C(O)=O)O. Given the product [C:1]([O:5][C:6]([NH:8][C@:9]([CH3:34])([CH2:13][CH2:14][CH2:15][C:16]1[CH:21]=[CH:20][C:19]([O:22][C:23]2[CH:28]=[CH:27][CH:26]=[C:25]([C:29]([F:30])([F:31])[F:32])[CH:24]=2)=[CH:18][C:17]=1[Cl:33])[CH2:10][OH:11])=[O:7])([CH3:4])([CH3:2])[CH3:3], predict the reactants needed to synthesize it. (2) Given the product [C:13]1([C:19]#[C:20][C:2]2[CH:7]=[C:6]([O:8][CH3:9])[C:5]([C:20]#[C:19][C:13]3[CH:18]=[CH:17][CH:16]=[CH:15][CH:14]=3)=[CH:4][C:3]=2[O:11][CH3:12])[CH:18]=[CH:17][CH:16]=[CH:15][CH:14]=1, predict the reactants needed to synthesize it. The reactants are: Br[C:2]1[CH:7]=[C:6]([O:8][CH3:9])[C:5](Br)=[CH:4][C:3]=1[O:11][CH3:12].[C:13]1([C:19]#[CH:20])[CH:18]=[CH:17][CH:16]=[CH:15][CH:14]=1. (3) The reactants are: [CH2:1]([O:5][CH2:6][CH2:7][O:8][C:9]1[CH:14]=[CH:13][C:12]([C:15]2[CH:20]=[CH:19][C:18]([N:21]3[CH2:25][CH2:24][CH2:23][CH2:22]3)=[C:17](/[C:26](/[CH3:31])=[CH:27]/[C:28](O)=[O:29])[CH:16]=2)=[CH:11][CH:10]=1)[CH2:2][CH2:3][CH3:4].CN(C=O)C.C(Cl)(=O)C(Cl)=O.[CH2:43]([N:46]1[C:50]([CH2:51][S@@:52]([C:54]2[CH:60]=[CH:59][C:57]([NH2:58])=[CH:56][CH:55]=2)=[O:53])=[CH:49][N:48]=[CH:47]1)[CH2:44][CH3:45]. Given the product [CH2:1]([O:5][CH2:6][CH2:7][O:8][C:9]1[CH:10]=[CH:11][C:12]([C:15]2[CH:20]=[CH:19][C:18]([N:21]3[CH2:25][CH2:24][CH2:23][CH2:22]3)=[C:17](/[C:26](/[CH3:31])=[CH:27]/[C:28]([NH:58][C:57]3[CH:56]=[CH:55][C:54]([S@:52]([CH2:51][C:50]4[N:46]([CH2:43][CH2:44][CH3:45])[CH:47]=[N:48][CH:49]=4)=[O:53])=[CH:60][CH:59]=3)=[O:29])[CH:16]=2)=[CH:13][CH:14]=1)[CH2:2][CH2:3][CH3:4], predict the reactants needed to synthesize it. (4) Given the product [CH3:24][O:23][C:20]1[CH:21]=[CH:22][C:8]([C:6](=[O:7])[C:5]2[CH:4]=[CH:3][C:2]([O:1][CH2:40][CH2:39][C:29]3[N:30]=[C:31]([C:33]4[CH:38]=[CH:37][CH:36]=[CH:35][CH:34]=4)[O:32][C:28]=3[CH3:27])=[CH:26][CH:25]=2)=[C:9]([CH:19]=1)[O:10][C@H:11]([CH3:18])[C:12]([O:14][CH2:15][CH2:16][CH3:17])=[O:13], predict the reactants needed to synthesize it. The reactants are: [OH:1][C:2]1[CH:26]=[CH:25][C:5]([C:6]([C:8]2[CH:22]=[CH:21][C:20]([O:23][CH3:24])=[CH:19][C:9]=2[O:10][C@H:11]([CH3:18])[C:12]([O:14][CH2:15][CH2:16][CH3:17])=[O:13])=[O:7])=[CH:4][CH:3]=1.[CH3:27][C:28]1[O:32][C:31]([C:33]2[CH:38]=[CH:37][CH:36]=[CH:35][CH:34]=2)=[N:30][C:29]=1[CH2:39][CH2:40]O.C1(P(C2C=CC=CC=2)C2C=CC=CC=2)C=CC=CC=1.N(C(OCC)=O)=NC(OCC)=O. (5) Given the product [Cl:1][C:2]1[N:7]=[C:6]([C:8]([NH:29][CH2:28][CH2:27][CH2:26][N:25]2[CH:21]=[CH:22][N:23]=[CH:24]2)=[O:10])[CH:5]=[CH:4][CH:3]=1, predict the reactants needed to synthesize it. The reactants are: [Cl:1][C:2]1[N:7]=[C:6]([C:8]([OH:10])=O)[CH:5]=[CH:4][CH:3]=1.C1C=CC2N(O)N=NC=2C=1.[CH3:21][CH2:22][N:23]=[C:24]=[N:25][CH2:26][CH2:27][CH2:28][N:29](C)C.Cl.NCCCN1C=CN=C1. (6) Given the product [C:5]([C:10]1[CH:9]=[CH:8][C:7]([F:6])=[CH:13][C:11]=1[NH2:12])#[C:1][CH2:2][CH3:3], predict the reactants needed to synthesize it. The reactants are: [CH2:1]1[CH2:5]O[CH2:3][CH2:2]1.[F:6][C:7]1[CH:8]=[CH:9][C:10](I)=[C:11]([CH:13]=1)[NH2:12].C(N(CC)CC)C.C#CCC. (7) Given the product [CH3:17][N:14]1[CH2:15][CH2:16][N:11]([C:8]2[CH:7]=[C:3]3[C:4]([O:6][C:20](=[O:19])[NH:1][C:2]3=[CH:10][CH:9]=2)=[O:5])[CH2:12][CH2:13]1, predict the reactants needed to synthesize it. The reactants are: [NH2:1][C:2]1[CH:10]=[CH:9][C:8]([N:11]2[CH2:16][CH2:15][N:14]([CH3:17])[CH2:13][CH2:12]2)=[CH:7][C:3]=1[C:4]([OH:6])=[O:5].O.[O:19]=[C:20](Cl)OC(Cl)(Cl)Cl.